From a dataset of NCI-60 drug combinations with 297,098 pairs across 59 cell lines. Regression. Given two drug SMILES strings and cell line genomic features, predict the synergy score measuring deviation from expected non-interaction effect. (1) Drug 1: C1=NC2=C(N1)C(=S)N=CN2. Drug 2: CN(CCCl)CCCl.Cl. Cell line: SF-295. Synergy scores: CSS=40.1, Synergy_ZIP=-4.04, Synergy_Bliss=-3.84, Synergy_Loewe=-5.66, Synergy_HSA=-0.832. (2) Drug 1: CCCS(=O)(=O)NC1=C(C(=C(C=C1)F)C(=O)C2=CNC3=C2C=C(C=N3)C4=CC=C(C=C4)Cl)F. Drug 2: CCN(CC)CCNC(=O)C1=C(NC(=C1C)C=C2C3=C(C=CC(=C3)F)NC2=O)C. Cell line: SNB-75. Synergy scores: CSS=-3.79, Synergy_ZIP=3.12, Synergy_Bliss=3.21, Synergy_Loewe=-1.13, Synergy_HSA=-1.47. (3) Drug 1: C1=CC(=CC=C1CCC2=CNC3=C2C(=O)NC(=N3)N)C(=O)NC(CCC(=O)O)C(=O)O. Drug 2: C1=C(C(=O)NC(=O)N1)N(CCCl)CCCl. Cell line: M14. Synergy scores: CSS=33.9, Synergy_ZIP=-2.52, Synergy_Bliss=1.13, Synergy_Loewe=3.78, Synergy_HSA=4.39. (4) Drug 1: CC=C1C(=O)NC(C(=O)OC2CC(=O)NC(C(=O)NC(CSSCCC=C2)C(=O)N1)C(C)C)C(C)C. Drug 2: C1=NC2=C(N1)C(=S)N=CN2. Cell line: COLO 205. Synergy scores: CSS=34.9, Synergy_ZIP=-9.60, Synergy_Bliss=-2.14, Synergy_Loewe=-1.33, Synergy_HSA=-1.55.